Task: Predict the product of the given reaction.. Dataset: Forward reaction prediction with 1.9M reactions from USPTO patents (1976-2016) (1) Given the reactants C(OC(=O)[CH2:5][N:6]([CH2:8][C:9]1[S:17][C:16]2[C:15]([N:18]3[CH2:23][CH2:22][O:21][CH2:20][CH2:19]3)=[N:14][C:13]([Cl:24])=[N:12][C:11]=2[CH:10]=1)[CH3:7])C.[CH3:26][Mg]Br.[CH2:29]1[CH2:33][O:32]CC1, predict the reaction product. The product is: [Cl:24][C:13]1[N:14]=[C:15]([N:18]2[CH2:23][CH2:22][O:21][CH2:20][CH2:19]2)[C:16]2[S:17][C:9]([CH2:8][N:6]([CH3:7])[CH2:5][C:33]([CH3:29])([OH:32])[CH3:26])=[CH:10][C:11]=2[N:12]=1. (2) Given the reactants [CH3:1][N:2]([CH3:17])[CH2:3][CH2:4][NH:5][CH2:6][C:7]1[CH:16]=[CH:15][C:10]([C:11]([O:13][CH3:14])=[O:12])=[CH:9][CH:8]=1.[CH2:18]([N:22]=[C:23]=[O:24])[CH2:19][CH2:20][CH3:21].C(=O)([O-])O.[Na+], predict the reaction product. The product is: [CH2:18]([NH:22][C:23]([N:5]([CH2:6][C:7]1[CH:8]=[CH:9][C:10]([C:11]([O:13][CH3:14])=[O:12])=[CH:15][CH:16]=1)[CH2:4][CH2:3][N:2]([CH3:1])[CH3:17])=[O:24])[CH2:19][CH2:20][CH3:21]. (3) Given the reactants [CH3:1][C:2]1[N:7]=[C:6]([O:8][C:9]2[CH:16]=[CH:15][C:12]([C:13]#[N:14])=[CH:11][CH:10]=2)[CH:5]=[CH:4][C:3]=1[CH2:17][N:18]1[CH2:23][CH2:22][CH:21]([N:24]2[C@H:28]([C:29]3[CH:34]=[CH:33][CH:32]=[CH:31][CH:30]=3)[CH2:27][O:26][C:25]2=[O:35])[CH2:20][CH2:19]1.[NH4+].[Cl-].[N-:38]=[N+:39]=[N-:40].[Na+], predict the reaction product. The product is: [CH3:1][C:2]1[C:3]([CH2:17][N:18]2[CH2:23][CH2:22][CH:21]([N:24]3[C@H:28]([C:29]4[CH:30]=[CH:31][CH:32]=[CH:33][CH:34]=4)[CH2:27][O:26][C:25]3=[O:35])[CH2:20][CH2:19]2)=[CH:4][CH:5]=[C:6]([O:8][C:9]2[CH:16]=[CH:15][C:12]([C:13]3[N:38]=[N:39][NH:40][N:14]=3)=[CH:11][CH:10]=2)[N:7]=1. (4) Given the reactants [O:1]=[C:2]1[N:6]([C:7]2[CH:8]=[CH:9][C:10]3[C:16](=[O:17])[CH2:15][CH2:14][CH2:13][O:12][C:11]=3[CH:18]=2)[CH2:5][CH:4]([CH2:19][NH:20][C:21](=[O:23])[CH3:22])[O:3]1.[Br:24]N1C(=O)CCC1=O, predict the reaction product. The product is: [Br:24][CH:15]1[CH2:14][CH2:13][O:12][C:11]2[CH:18]=[C:7]([N:6]3[CH2:5][CH:4]([CH2:19][NH:20][C:21](=[O:23])[CH3:22])[O:3][C:2]3=[O:1])[CH:8]=[CH:9][C:10]=2[C:16]1=[O:17].